From a dataset of Full USPTO retrosynthesis dataset with 1.9M reactions from patents (1976-2016). Predict the reactants needed to synthesize the given product. (1) Given the product [NH2:24][CH2:23][CH2:22][CH2:21][CH2:20][CH2:19][CH2:18][CH2:17][N:14]1[CH2:15][CH2:16][CH:11]([C:5]2[C:4]3[C:8](=[CH:9][CH:10]=[C:2]([OH:1])[CH:3]=3)[NH:7][CH:6]=2)[CH2:12][CH2:13]1, predict the reactants needed to synthesize it. The reactants are: [OH:1][C:2]1[CH:3]=[C:4]2[C:8](=[CH:9][CH:10]=1)[NH:7][CH:6]=[C:5]2[CH:11]1[CH2:16][CH2:15][N:14]([CH2:17][CH2:18][CH2:19][CH2:20][CH2:21][CH2:22][CH2:23][N:24]2C(=O)C3=CC=CC=C3C2=O)[CH2:13][CH2:12]1.O.NN. (2) Given the product [C:8]1([S:14]([N:32]2[CH2:33][CH2:34][C:29]3([N:25]([CH2:18][C:19]4[CH:24]=[CH:23][CH:22]=[CH:21][CH:20]=4)[C:26](=[O:42])[CH:27]([CH2:35][C:36]4[CH:41]=[CH:40][CH:39]=[CH:38][CH:37]=4)[NH:28]3)[CH2:30][CH2:31]2)(=[O:16])=[O:15])[CH:13]=[CH:12][CH:11]=[CH:10][CH:9]=1, predict the reactants needed to synthesize it. The reactants are: C(N(CC)CC)C.[C:8]1([S:14](Cl)(=[O:16])=[O:15])[CH:13]=[CH:12][CH:11]=[CH:10][CH:9]=1.[CH2:18]([N:25]1[C:29]2([CH2:34][CH2:33][NH:32][CH2:31][CH2:30]2)[NH:28][CH:27]([CH2:35][C:36]2[CH:41]=[CH:40][CH:39]=[CH:38][CH:37]=2)[C:26]1=[O:42])[C:19]1[CH:24]=[CH:23][CH:22]=[CH:21][CH:20]=1.C(=O)([O-])[O-].[Na+].[Na+]. (3) The reactants are: C([O:3][C:4]([C:6]1[N:7]=[CH:8][N:9]([C:11]2[CH:12]=[CH:13][CH:14]=[C:15]3[C:20]=2[N:19]=[CH:18][CH:17]=[CH:16]3)[CH:10]=1)=O)C.[H-].C([Al+]CC(C)C)C(C)C. Given the product [N:19]1[C:20]2[C:15](=[CH:14][CH:13]=[CH:12][C:11]=2[N:9]2[CH:10]=[C:6]([CH2:4][OH:3])[N:7]=[CH:8]2)[CH:16]=[CH:17][CH:18]=1, predict the reactants needed to synthesize it. (4) Given the product [CH3:1][C:2]1[N:3]=[C:4]([C@H:7]2[CH2:11][CH2:10][CH2:9][N:8]2[C:12]([C:14]2[CH:15]=[C:16]([CH:21]=[CH:22][CH:23]=2)[C:17]([OH:19])=[O:18])=[O:13])[S:5][CH:6]=1, predict the reactants needed to synthesize it. The reactants are: [CH3:1][C:2]1[N:3]=[C:4]([C@H:7]2[CH2:11][CH2:10][CH2:9][N:8]2[C:12]([C:14]2[CH:15]=[C:16]([CH:21]=[CH:22][CH:23]=2)[C:17]([O:19]C)=[O:18])=[O:13])[S:5][CH:6]=1.[Li+].[OH-].Cl. (5) Given the product [Br:6][C:7]1[CH:8]=[C:9]([CH:10]([C:16]#[N:17])[OH:11])[CH:12]=[CH:13][C:14]=1[F:15], predict the reactants needed to synthesize it. The reactants are: S(=O)(O)[O-].[Na+].[Br:6][C:7]1[CH:8]=[C:9]([CH:12]=[CH:13][C:14]=1[F:15])[CH:10]=[O:11].[C-:16]#[N:17].[Na+]. (6) Given the product [F:28][C:22]1[CH:23]=[CH:24][C:25]([F:27])=[CH:26][C:21]=1[CH:9]([S:10][C:11]1[CH:16]=[CH:15][C:14]([C:17]([F:20])([F:19])[F:18])=[CH:13][N:12]=1)[C:5]1[C:6]([CH3:8])=[CH:7][C:2]([CH:42]=[O:43])=[N:3][CH:4]=1, predict the reactants needed to synthesize it. The reactants are: Br[C:2]1[CH:7]=[C:6]([CH3:8])[C:5]([CH:9]([C:21]2[CH:26]=[C:25]([F:27])[CH:24]=[CH:23][C:22]=2[F:28])[S:10][C:11]2[CH:16]=[CH:15][C:14]([C:17]([F:20])([F:19])[F:18])=[CH:13][N:12]=2)=[CH:4][N:3]=1.CCCCCC.C([Li])CCC.CN(C)[CH:42]=[O:43]. (7) The reactants are: [Cl:1][C:2]1[N:7]=[C:6]2[CH:8]=[C:9]([C:11](O)=O)[NH:10][C:5]2=[CH:4][CH:3]=1.[C:14]([O-:17])([O-])=O.[Cs+].[Cs+].Br[CH2:21][C:22]1[CH:27]=[CH:26][CH:25]=[C:24]([F:28])[CH:23]=1.[OH2:29]. Given the product [Cl:1][C:2]1[N:7]=[C:6]2[CH:8]=[C:9]([C:11]([O:17][CH2:14][C:22]3[CH:27]=[CH:26][CH:25]=[C:24]([F:28])[CH:23]=3)=[O:29])[N:10]([CH2:21][C:22]3[CH:27]=[CH:26][CH:25]=[C:24]([F:28])[CH:23]=3)[C:5]2=[CH:4][CH:3]=1, predict the reactants needed to synthesize it.